This data is from Reaction yield outcomes from USPTO patents with 853,638 reactions. The task is: Predict the reaction yield, written as a fraction of the theoretical maximum amount of product (1.0 means a 100% yield; for example, 0.34 means a 34% yield). (1) The yield is 1.00. The reactants are [NH:1]1[CH2:6][CH2:5][O:4][CH2:3][CH2:2]1.[C:7]1([C:17]2[CH:22]=[CH:21][CH:20]=[CH:19][CH:18]=2)[CH:12]=[CH:11][C:10]([C:13](=[O:16])[CH2:14]Br)=[CH:9][CH:8]=1. The catalyst is CCOCC.ClCCl. The product is [C:7]1([C:17]2[CH:18]=[CH:19][CH:20]=[CH:21][CH:22]=2)[CH:8]=[CH:9][C:10]([C:13](=[O:16])[CH2:14][N:1]2[CH2:6][CH2:5][O:4][CH2:3][CH2:2]2)=[CH:11][CH:12]=1. (2) The reactants are [CH3:1][O:2][C:3](=[O:22])/[C:4](/[C:12]1[CH:17]=[CH:16][C:15]([S:18]([CH3:21])(=[O:20])=[O:19])=[CH:14][CH:13]=1)=[CH:5]/[CH:6]1[CH2:11][CH2:10][CH2:9][CH2:8][CH2:7]1.[BH4-].[Na+]. The catalyst is CO.O.O.O.O.O.O.[Ni](Cl)Cl. The product is [CH3:1][O:2][C:3](=[O:22])[CH:4]([C:12]1[CH:13]=[CH:14][C:15]([S:18]([CH3:21])(=[O:19])=[O:20])=[CH:16][CH:17]=1)[CH2:5][CH:6]1[CH2:7][CH2:8][CH2:9][CH2:10][CH2:11]1. The yield is 0.970. (3) The reactants are [Br:1][C:2]1[CH:7]=[CH:6][C:5](F)=[C:4]([N+:9]([O-:11])=[O:10])[CH:3]=1.[CH2:12]([OH:16])[CH2:13][C:14]#[CH:15].C(=O)([O-])[O-].[K+].[K+]. The catalyst is CN(C=O)C.O. The product is [Br:1][C:2]1[CH:7]=[CH:6][C:5]([O:16][CH2:12][CH2:13][C:14]#[CH:15])=[C:4]([N+:9]([O-:11])=[O:10])[CH:3]=1. The yield is 0.710. (4) The reactants are [H-].[Na+].[CH3:3][O:4][C:5]([C:7]1[S:8][C:9]([C:23]2[CH:28]=[CH:27][CH:26]=[CH:25][CH:24]=2)=[CH:10][C:11]=1[NH:12][C:13](=[O:22])[C:14]1[CH:19]=[CH:18][C:17]([Cl:20])=[CH:16][C:15]=1[Cl:21])=[O:6].N#N.Cl[C:32]1[CH:40]=[C:39](Cl)[CH:38]=[CH:37][C:33]=1C(Cl)=O. The catalyst is CN(C)C=O. The product is [CH3:3][O:4][C:5]([C:7]1[S:8][C:9]([C:23]2[CH:28]=[CH:27][CH:26]=[CH:25][CH:24]=2)=[CH:10][C:11]=1[N:12]([C:13](=[O:22])[C:14]1[CH:19]=[CH:18][C:17]([Cl:20])=[CH:16][C:15]=1[Cl:21])[C:32]1[CH:40]=[CH:39][CH:38]=[CH:37][CH:33]=1)=[O:6]. The yield is 0.160. (5) The reactants are [CH:1]1[C:11]2[CH:10]=[CH:9][C:8]3[CH:12]=[CH:13][CH:14]=[CH:15][C:7]=3[C:6](=[C:16]3[CH2:21][CH2:20][NH:19][CH2:18][CH2:17]3)[C:5]=2[CH:4]=[CH:3][CH:2]=1.[C:22]1(=[O:28])[O:27][C:25](=O)[CH2:24][CH2:23]1.C(N(CC)CC)C.[NH:36]1[CH2:41][CH2:40][O:39][CH2:38][CH2:37]1.Cl.C(N=C=NCCCN(C)C)C. The catalyst is ClCCl. The product is [O:27]=[C:25]([N:36]1[CH2:41][CH2:40][O:39][CH2:38][CH2:37]1)[CH2:24][CH2:23][C:22]([N:19]1[CH2:18][CH2:17][C:16](=[C:6]2[C:7]3[CH:15]=[CH:14][CH:13]=[CH:12][C:8]=3[CH:9]=[CH:10][C:11]3[CH:1]=[CH:2][CH:3]=[CH:4][C:5]2=3)[CH2:21][CH2:20]1)=[O:28]. The yield is 1.00. (6) The reactants are [OH:1][C:2]1[CH:7]=[C:6]([OH:8])[CH:5]=[CH:4][C:3]=1[CH:9]1[CH2:14][CH2:13][C:12](=O)[CH2:11][CH2:10]1.C(O)C.Cl.[NH2:20][OH:21]. The catalyst is C(N(CC)CC)C. The product is [OH:1][C:2]1[CH:7]=[C:6]([OH:8])[CH:5]=[CH:4][C:3]=1[CH:9]1[CH2:14][CH2:13][C:12](=[N:20][OH:21])[CH2:11][CH2:10]1. The yield is 1.00.